Dataset: NCI-60 drug combinations with 297,098 pairs across 59 cell lines. Task: Regression. Given two drug SMILES strings and cell line genomic features, predict the synergy score measuring deviation from expected non-interaction effect. (1) Drug 1: CCC1=CC2CC(C3=C(CN(C2)C1)C4=CC=CC=C4N3)(C5=C(C=C6C(=C5)C78CCN9C7C(C=CC9)(C(C(C8N6C)(C(=O)OC)O)OC(=O)C)CC)OC)C(=O)OC.C(C(C(=O)O)O)(C(=O)O)O. Drug 2: C1CCC(CC1)NC(=O)N(CCCl)N=O. Cell line: MALME-3M. Synergy scores: CSS=24.1, Synergy_ZIP=-6.60, Synergy_Bliss=-3.51, Synergy_Loewe=-8.01, Synergy_HSA=-1.81. (2) Drug 1: C1=NC2=C(N1)C(=S)N=C(N2)N. Drug 2: CC12CCC3C(C1CCC2O)C(CC4=C3C=CC(=C4)O)CCCCCCCCCS(=O)CCCC(C(F)(F)F)(F)F. Cell line: SF-268. Synergy scores: CSS=9.07, Synergy_ZIP=-6.99, Synergy_Bliss=-8.55, Synergy_Loewe=-14.0, Synergy_HSA=-10.2. (3) Drug 1: C1=CC(=C2C(=C1NCCNCCO)C(=O)C3=C(C=CC(=C3C2=O)O)O)NCCNCCO. Drug 2: CC1C(C(CC(O1)OC2CC(OC(C2O)C)OC3=CC4=CC5=C(C(=O)C(C(C5)C(C(=O)C(C(C)O)O)OC)OC6CC(C(C(O6)C)O)OC7CC(C(C(O7)C)O)OC8CC(C(C(O8)C)O)(C)O)C(=C4C(=C3C)O)O)O)O. Cell line: IGROV1. Synergy scores: CSS=48.2, Synergy_ZIP=-2.19, Synergy_Bliss=4.41, Synergy_Loewe=-1.33, Synergy_HSA=5.16. (4) Drug 1: CC(C)CN1C=NC2=C1C3=CC=CC=C3N=C2N. Drug 2: N.N.Cl[Pt+2]Cl. Cell line: HCT-15. Synergy scores: CSS=31.9, Synergy_ZIP=-7.15, Synergy_Bliss=-4.60, Synergy_Loewe=-4.71, Synergy_HSA=-4.87.